Predict the reaction yield, written as a fraction of the theoretical maximum amount of product (1.0 means a 100% yield; for example, 0.34 means a 34% yield). From a dataset of Reaction yield outcomes from USPTO patents with 853,638 reactions. (1) The reactants are [C:1]1([C:7]2[NH:8][C:9]3[C:14]([CH:15]=2)=[CH:13][CH:12]=[CH:11][CH:10]=3)[CH:6]=[CH:5][CH:4]=[CH:3][CH:2]=1.I[C:17]1[CH:18]=[C:19]([CH3:24])[CH:20]=[C:21](C)[CH:22]=1.[O-]P([O-])([O-])=O.[K+].[K+].[K+].[C@@H]1(N)CCCC[C@H]1N. The catalyst is [Cu]I.CCCCCC.C(OCC)(=O)C.O1CCOCC1. The product is [CH3:24][C:19]1[CH:20]=[CH:21][C:22]([N:8]2[C:9]3[C:14](=[CH:13][CH:12]=[CH:11][CH:10]=3)[CH:15]=[C:7]2[C:1]2[CH:6]=[CH:5][CH:4]=[CH:3][CH:2]=2)=[CH:17][CH:18]=1. The yield is 0.740. (2) The reactants are [N+:1]([C:4]1[CH:12]=[CH:11][C:7]([C:8](Cl)=O)=[CH:6][CH:5]=1)([O-:3])=[O:2].[NH2:13][C:14]1[CH:19]=[CH:18][CH:17]=[CH:16][C:15]=1[SH:20]. The catalyst is C1C=CC=CC=1. The product is [N+:1]([C:4]1[CH:12]=[CH:11][C:7]([C:8]2[S:20][C:15]3[CH:16]=[CH:17][CH:18]=[CH:19][C:14]=3[N:13]=2)=[CH:6][CH:5]=1)([O-:3])=[O:2]. The yield is 0.732.